Dataset: Forward reaction prediction with 1.9M reactions from USPTO patents (1976-2016). Task: Predict the product of the given reaction. (1) Given the reactants Cl[C:2]1[N:7]=[C:6]([Cl:8])[N:5]=[C:4]([Cl:9])[N:3]=1.[NH2:10][CH2:11][C:12]1[CH:17]=[CH:16][N:15]=[CH:14][CH:13]=1, predict the reaction product. The product is: [Cl:9][C:4]1[N:5]=[C:6]([Cl:8])[N:7]=[C:2]([NH:10][CH2:11][C:12]2[CH:17]=[CH:16][N:15]=[CH:14][CH:13]=2)[N:3]=1. (2) Given the reactants Cl[C:2]1[C:7]([NH:8][C:9]2[C:18]3[C:13](=[CH:14][C:15]([F:20])=[CH:16][C:17]=3[F:19])[N:12]=[C:11]([C:21]3[CH:26]=[CH:25][CH:24]=[CH:23][N:22]=3)[C:10]=2[CH3:27])=[CH:6][C:5]([N:28]2[CH2:33][CH2:32][O:31][CH2:30][CH2:29]2)=[CH:4][N:3]=1.[OH:34][C:35]1[CH:40]=[CH:39][C:38](B(O)O)=[CH:37][CH:36]=1.C1(P(C2CCCCC2)C2CCCCC2)CCCCC1.[O-]P([O-])([O-])=O.[K+].[K+].[K+], predict the reaction product. The product is: [F:19][C:17]1[CH:16]=[C:15]([F:20])[CH:14]=[C:13]2[C:18]=1[C:9]([NH:8][C:7]1[C:2]([C:38]3[CH:39]=[CH:40][C:35]([OH:34])=[CH:36][CH:37]=3)=[N:3][CH:4]=[C:5]([N:28]3[CH2:33][CH2:32][O:31][CH2:30][CH2:29]3)[CH:6]=1)=[C:10]([CH3:27])[C:11]([C:21]1[CH:26]=[CH:25][CH:24]=[CH:23][N:22]=1)=[N:12]2.